This data is from Forward reaction prediction with 1.9M reactions from USPTO patents (1976-2016). The task is: Predict the product of the given reaction. (1) The product is: [CH2:1]([N:8]1[CH2:13][CH2:12][CH2:11][CH:10]([O:14][C:15]2[CH:20]=[CH:19][C:18]([NH2:21])=[C:17]([CH2:24][S:25]([C:28]3[C:37]4[C:32](=[CH:33][CH:34]=[CH:35][CH:36]=4)[CH:31]=[CH:30][CH:29]=3)(=[O:27])=[O:26])[CH:16]=2)[CH2:9]1)[C:2]1[CH:3]=[CH:4][CH:5]=[CH:6][CH:7]=1. Given the reactants [CH2:1]([N:8]1[CH2:13][CH2:12][CH2:11][CH:10]([O:14][C:15]2[CH:20]=[CH:19][C:18]([N+:21]([O-])=O)=[C:17]([CH2:24][S:25]([C:28]3[C:37]4[C:32](=[CH:33][CH:34]=[CH:35][CH:36]=4)[CH:31]=[CH:30][CH:29]=3)(=[O:27])=[O:26])[CH:16]=2)[CH2:9]1)[C:2]1[CH:7]=[CH:6][CH:5]=[CH:4][CH:3]=1, predict the reaction product. (2) Given the reactants [Cl:1][C:2]1[CH:7]=[CH:6][C:5]([C:8](=O)[CH2:9][C:10](=O)[C:11]([F:14])([F:13])[F:12])=[CH:4][CH:3]=1.[NH2:17][C:18]1[C:22]([C:23]2[CH:28]=[CH:27][N:26]=[CH:25][CH:24]=2)=[CH:21][NH:20][N:19]=1, predict the reaction product. The product is: [Cl:1][C:2]1[CH:7]=[CH:6][C:5]([C:8]2[CH:9]=[C:10]([C:11]([F:14])([F:13])[F:12])[N:19]3[N:20]=[CH:21][C:22]([C:23]4[CH:28]=[CH:27][N:26]=[CH:25][CH:24]=4)=[C:18]3[N:17]=2)=[CH:4][CH:3]=1. (3) The product is: [CH3:1][O:3][C:4]1[CH:9]=[CH:8][N:7]([C:10]2[CH:15]=[CH:14][CH:13]=[CH:12][CH:11]=2)[C:6](=[O:16])[C:5]=1[C:17]([OH:19])=[O:18]. Given the reactants [CH2:1]([O:3][C:4]1[CH:9]=[CH:8][N:7]([C:10]2[CH:15]=[CH:14][CH:13]=[CH:12][CH:11]=2)[C:6](=[O:16])[C:5]=1[C:17]([O:19]CC)=[O:18])C.C(OC1C=CN(C2C=CC(F)=CC=2)C(=O)C=1C(OCC)=O)C, predict the reaction product. (4) Given the reactants C1(S([C:10]2([O:13][C:14]3[N:19]=[C:18]([Cl:20])[C:17]([C:21]4[N:22]=[CH:23][N:24]([C:26]([C:39]5[CH:44]=[CH:43][CH:42]=[CH:41][CH:40]=5)([C:33]5[CH:38]=[CH:37][CH:36]=[CH:35][CH:34]=5)[C:27]5[CH:32]=[CH:31][CH:30]=[CH:29][CH:28]=5)[CH:25]=4)=[CH:16][CH:15]=3)[CH2:12][CH2:11]2)(=O)=O)C=CC=CC=1, predict the reaction product. The product is: [Cl:20][C:18]1[C:17]([C:21]2[N:22]=[CH:23][N:24]([C:26]([C:27]3[CH:28]=[CH:29][CH:30]=[CH:31][CH:32]=3)([C:39]3[CH:44]=[CH:43][CH:42]=[CH:41][CH:40]=3)[C:33]3[CH:34]=[CH:35][CH:36]=[CH:37][CH:38]=3)[CH:25]=2)=[CH:16][CH:15]=[C:14]([O:13][CH:10]2[CH2:11][CH2:12]2)[N:19]=1. (5) Given the reactants [C:1]1(=O)[C:9]2[C:4](=[CH:5][CH:6]=[CH:7][CH:8]=2)[CH2:3][CH2:2]1.[BH4-].[Na+].O1CCCC1, predict the reaction product. The product is: [CH2:1]1[C:9]2[C:4](=[CH:5][CH:6]=[CH:7][CH:8]=2)[CH:3]=[CH:2]1.